Dataset: Forward reaction prediction with 1.9M reactions from USPTO patents (1976-2016). Task: Predict the product of the given reaction. (1) Given the reactants [CH3:1][N:2]([CH3:15])[C:3]1[N:7]=[C:6]2[CH:8]=[CH:9][CH:10]=[CH:11][CH:12]=[C:5]2[C:4]=1[CH:13]=[O:14].[NH:16]1[C:24]2[C:19](=[CH:20][CH:21]=[CH:22][CH:23]=2)[CH2:18][C:17]1=[O:25].N1CC[CH2:29][CH2:28][CH2:27]1, predict the reaction product. The product is: [CH3:1][N:2]([CH3:15])[C:3]1[N:7]=[C:6]2[CH:8]=[CH:9][CH:10]=[CH:11][CH:12]=[C:5]2[C:4]=1/[CH:13]=[C:18]1/[C:17](=[O:25])[NH:16][C:24]2[C:19]/1=[CH:20][CH:21]=[CH:22][CH:23]=2.[CH3:27][CH:28]([OH:14])[CH3:29]. (2) The product is: [CH2:25]([NH:32][C:4]1[CH:3]=[C:2]([Br:1])[CH:7]=[CH:6][C:5]=1[S:8]([C:11]([F:14])([F:13])[F:12])(=[O:10])=[O:9])[C:26]1[CH:31]=[CH:30][CH:29]=[CH:28][CH:27]=1. Given the reactants [Br:1][C:2]1[CH:7]=[CH:6][C:5]([S:8]([C:11]([F:14])([F:13])[F:12])(=[O:10])=[O:9])=[C:4](F)[CH:3]=1.C(N(C(C)C)CC)(C)C.[CH2:25]([NH2:32])[C:26]1[CH:31]=[CH:30][CH:29]=[CH:28][CH:27]=1.O, predict the reaction product. (3) Given the reactants [O:1]=[C:2]1[NH:6][C:5]2[CH:7]=[CH:8][C:9]([CH:11]=[O:12])=[CH:10][C:4]=2[O:3]1.[Br:13][CH2:14][CH2:15][CH2:16]O.C1(P(C2C=CC=CC=2)C2C=CC=CC=2)C=CC=CC=1.C1(C)C=CC=CC=1.CCOC(/N=N/C(OCC)=O)=O, predict the reaction product. The product is: [Br:13][CH2:14][CH2:15][CH2:16][N:6]1[C:5]2[CH:7]=[CH:8][C:9]([CH:11]=[O:12])=[CH:10][C:4]=2[O:3][C:2]1=[O:1]. (4) Given the reactants [Cl:1][C:2]1[C:7](/[C:8](/O)=[CH:9]\[C:10]2[CH:15]=[CH:14][N:13]=[C:12]([Cl:16])[N:11]=2)=[CH:6][CH:5]=[CH:4][C:3]=1[NH:18][S:19]([C:22]1[C:27]([F:28])=[CH:26][CH:25]=[CH:24][C:23]=1[F:29])(=[O:21])=[O:20].[CH3:30][C:31]([CH3:36])([CH3:35])[C:32](=[S:34])[NH2:33], predict the reaction product. The product is: [Cl:1][C:2]1[C:7]([C:8]2[N:33]=[C:32]([C:31]([CH3:36])([CH3:35])[CH3:30])[S:34][C:9]=2[C:10]2[CH:15]=[CH:14][N:13]=[C:12]([Cl:16])[N:11]=2)=[CH:6][CH:5]=[CH:4][C:3]=1[NH:18][S:19]([C:22]1[C:27]([F:28])=[CH:26][CH:25]=[CH:24][C:23]=1[F:29])(=[O:21])=[O:20].